This data is from Forward reaction prediction with 1.9M reactions from USPTO patents (1976-2016). The task is: Predict the product of the given reaction. (1) Given the reactants [CH2:1]([O:3][C:4](=[O:28])[CH2:5][CH2:6][CH:7]1[CH2:12][CH2:11][N:10]([C:13]2[CH2:27][C:16]3([CH2:19][N:18]([C:20](OC(C)(C)C)=O)[CH2:17]3)[O:15][N:14]=2)[CH2:9][CH2:8]1)[CH3:2].[CH2:29]([O:31][C:32]1[CH:37]=[C:36](C=O)[CH:35]=[C:34]([O:40][CH2:41][CH3:42])[C:33]=1[C:43]1[CH:48]=[CH:47][C:46]([F:49])=[CH:45][CH:44]=1)[CH3:30], predict the reaction product. The product is: [CH2:29]([O:31][C:32]1[CH:37]=[C:36]([CH2:20][N:18]2[CH2:17][C:16]3([CH2:27][C:13]([N:10]4[CH2:11][CH2:12][CH:7]([CH2:6][CH2:5][C:4]([O:3][CH2:1][CH3:2])=[O:28])[CH2:8][CH2:9]4)=[N:14][O:15]3)[CH2:19]2)[CH:35]=[C:34]([O:40][CH2:41][CH3:42])[C:33]=1[C:43]1[CH:48]=[CH:47][C:46]([F:49])=[CH:45][CH:44]=1)[CH3:30]. (2) Given the reactants [Br:1][C:2]1[S:6][C:5]([C:7]([C:10]2[CH:15]=[CH:14][CH:13]=[C:12]([Cl:16])[CH:11]=2)([OH:9])[CH3:8])=[CH:4][CH:3]=1.N1C=CN=C1.[CH3:22][Si:23](Cl)([CH3:25])[CH3:24].C([O-])(O)=O.[Na+], predict the reaction product. The product is: [Br:1][C:2]1[S:6][C:5]([C:7]([C:10]2[CH:15]=[CH:14][CH:13]=[C:12]([Cl:16])[CH:11]=2)([O:9][Si:23]([CH3:25])([CH3:24])[CH3:22])[CH3:8])=[CH:4][CH:3]=1. (3) Given the reactants [F:1][C:2]1[CH:3]=[CH:4][C:5]([NH:8][NH2:9])=[N:6][CH:7]=1.Cl.[N:11]1([CH2:16][CH2:17][C:18](O)=[O:19])[CH2:15][CH2:14][CH2:13][CH2:12]1.C(Cl)CCl.C1C=CC2N(O)N=NC=2C=1.C(N(CC)CC)C, predict the reaction product. The product is: [F:1][C:2]1[CH:3]=[CH:4][C:5]([NH:8][NH:9][C:18](=[O:19])[CH2:17][CH2:16][N:11]2[CH2:15][CH2:14][CH2:13][CH2:12]2)=[N:6][CH:7]=1.